From a dataset of HIV replication inhibition screening data with 41,000+ compounds from the AIDS Antiviral Screen. Binary Classification. Given a drug SMILES string, predict its activity (active/inactive) in a high-throughput screening assay against a specified biological target. (1) The drug is CCOC(=O)C(C(=O)c1ccccc1)=C1NCCN1. The result is 1 (active). (2) The result is 0 (inactive). The compound is O=P(N1CC1)(N1CC1)N1CC2CCC(CC2)C1. (3) The drug is O=C(NC(=Cc1ccccc1[N+](=O)[O-])c1nc2ccccc2[nH]1)c1ccccc1. The result is 0 (inactive). (4) The molecule is Cc1cccc(N2C(=O)C3c4[nH]c5ccccc5c4C4CCC(C(C)(C)C)CC4C3C2=O)c1C. The result is 0 (inactive). (5) The compound is COc1cc(COC(=O)N(C)C(Cc2ccccc2)C(=O)O)c([N+](=O)[O-])cc1OC. The result is 0 (inactive). (6) The compound is Cc1ccc(S(=O)(=O)n2ccn3c(=O)cc(C)nc23)cc1. The result is 0 (inactive).